Regression. Given a peptide amino acid sequence and an MHC pseudo amino acid sequence, predict their binding affinity value. This is MHC class I binding data. From a dataset of Peptide-MHC class I binding affinity with 185,985 pairs from IEDB/IMGT. (1) The peptide sequence is AVFDSFVER. The MHC is HLA-A31:01 with pseudo-sequence HLA-A31:01. The binding affinity (normalized) is 0.872. (2) The peptide sequence is KSGLFQFFV. The MHC is HLA-A02:02 with pseudo-sequence HLA-A02:02. The binding affinity (normalized) is 0.710. (3) The peptide sequence is LFADINGKL. The MHC is HLA-A24:02 with pseudo-sequence HLA-A24:02. The binding affinity (normalized) is 0.392. (4) The peptide sequence is RPDTRHLRV. The MHC is HLA-B07:02 with pseudo-sequence HLA-B07:02. The binding affinity (normalized) is 0.750. (5) The peptide sequence is IEIKDTKEAL. The MHC is HLA-A02:06 with pseudo-sequence HLA-A02:06. The binding affinity (normalized) is 0. (6) The peptide sequence is YLAGAGLAF. The MHC is HLA-B46:01 with pseudo-sequence HLA-B46:01. The binding affinity (normalized) is 0.559. (7) The peptide sequence is EFVMCLEAK. The MHC is HLA-A68:01 with pseudo-sequence HLA-A68:01. The binding affinity (normalized) is 0.484. (8) The peptide sequence is KPYTAGNKV. The MHC is HLA-B35:01 with pseudo-sequence HLA-B35:01. The binding affinity (normalized) is 0. (9) The peptide sequence is RAVEPGTVL. The MHC is HLA-A11:01 with pseudo-sequence HLA-A11:01. The binding affinity (normalized) is 0.0847.